Task: Predict the product of the given reaction.. Dataset: Forward reaction prediction with 1.9M reactions from USPTO patents (1976-2016) Given the reactants [Cl:1][C:2]1[C:3]([O:12][CH2:13][CH3:14])=[CH:4][C:5]([O:9][CH2:10][CH3:11])=[C:6]([CH:8]=1)[NH2:7].[C:15](Cl)(Cl)=[O:16], predict the reaction product. The product is: [Cl:1][C:2]1[CH:8]=[C:6]([N:7]=[C:15]=[O:16])[C:5]([O:9][CH2:10][CH3:11])=[CH:4][C:3]=1[O:12][CH2:13][CH3:14].